Dataset: Forward reaction prediction with 1.9M reactions from USPTO patents (1976-2016). Task: Predict the product of the given reaction. (1) Given the reactants [CH2:1]([O:3][C:4]([C:6]1[C:11]2[CH2:12][C@@H:13]3[C:18]([CH3:20])([CH3:19])[C@:17]([CH3:21])([C:10]=2[CH:9]=[CH:8][CH:7]=1)[CH2:16][CH2:15][N:14]3CC1C=CC=CC=1)=[O:5])[CH3:2], predict the reaction product. The product is: [CH2:1]([O:3][C:4]([C:6]1[C:11]2[CH2:12][C@@H:13]3[C:18]([CH3:20])([CH3:19])[C@:17]([CH3:21])([C:10]=2[CH:9]=[CH:8][CH:7]=1)[CH2:16][CH2:15][NH:14]3)=[O:5])[CH3:2]. (2) The product is: [OH:1][C:2]1[C:7]([C:32](=[O:33])[C:31]([F:42])([F:41])[F:30])=[CH:6][C:5]2[C:8]3([CH2:23][O:24][C:4]=2[CH:3]=1)[C:16]1[C:11](=[CH:12][CH:13]=[CH:14][CH:15]=1)[N:10]([CH2:17][CH2:18][CH:19]([CH3:21])[CH3:20])[C:9]3=[O:22]. Given the reactants [OH:1][C:2]1[CH:7]=[CH:6][C:5]2[C:8]3([CH2:23][O:24][C:4]=2[CH:3]=1)[C:16]1[C:11](=[CH:12][CH:13]=[CH:14][CH:15]=1)[N:10]([CH2:17][CH2:18][CH:19]([CH3:21])[CH3:20])[C:9]3=[O:22].C([Mg]Cl)(C)C.[F:30][C:31]([F:42])([F:41])[C:32](O[C:32](=[O:33])[C:31]([F:42])([F:41])[F:30])=[O:33], predict the reaction product. (3) Given the reactants [C:1]([O:5][C:6](=[O:35])[NH:7][C:8]1([C:12]2[CH:17]=[CH:16][C:15]([C:18]3[C:19]([C:29]4[CH:34]=[CH:33][CH:32]=[CH:31][CH:30]=4)=[CH:20][C:21]4[N:22]([C:24](Br)=[C:25]([CH3:27])[N:26]=4)[N:23]=3)=[CH:14][CH:13]=2)[CH2:11][CH2:10][CH2:9]1)([CH3:4])([CH3:3])[CH3:2].[CH:36](B1OB(C=C)OB(C=C)O1)=[CH2:37].C(=O)([O-])[O-].[K+].[K+], predict the reaction product. The product is: [C:1]([O:5][C:6](=[O:35])[NH:7][C:8]1([C:12]2[CH:17]=[CH:16][C:15]([C:18]3[C:19]([C:29]4[CH:34]=[CH:33][CH:32]=[CH:31][CH:30]=4)=[CH:20][C:21]4[N:22]([C:24]([CH:36]=[CH2:37])=[C:25]([CH3:27])[N:26]=4)[N:23]=3)=[CH:14][CH:13]=2)[CH2:11][CH2:10][CH2:9]1)([CH3:4])([CH3:3])[CH3:2]. (4) Given the reactants [CH2:1]([O:8][C:9]1[CH:10]=[C:11]([CH2:16][C@H:17]([NH:28][C:29]([O:31][CH2:32][C:33]2[CH:38]=[CH:37][CH:36]=[CH:35][CH:34]=2)=[O:30])[C:18]([O:20][CH2:21][C:22]2[CH:27]=[CH:26][CH:25]=[CH:24][CH:23]=2)=[O:19])[CH:12]=[CH:13][C:14]=1[OH:15])[C:2]1[CH:7]=[CH:6][CH:5]=[CH:4][CH:3]=1.[O:39]([CH2:69][C:70]1[CH:75]=[CH:74][CH:73]=[CH:72][CH:71]=1)[P:40](O[P:40]([O:41][CH2:42][C:43]1[CH:48]=[CH:47][CH:46]=[CH:45][CH:44]=1)([O:39][CH2:69][C:70]1[CH:75]=[CH:74][CH:73]=[CH:72][CH:71]=1)=[O:49])(=[O:49])[O:41][CH2:42][C:43]1[CH:48]=[CH:47][CH:46]=[CH:45][CH:44]=1.C1CCN2C(=NCCC2)CC1, predict the reaction product. The product is: [CH2:1]([O:8][C:9]1[CH:10]=[C:11]([CH2:16][C@H:17]([NH:28][C:29]([O:31][CH2:32][C:33]2[CH:34]=[CH:35][CH:36]=[CH:37][CH:38]=2)=[O:30])[C:18]([O:20][CH2:21][C:22]2[CH:23]=[CH:24][CH:25]=[CH:26][CH:27]=2)=[O:19])[CH:12]=[CH:13][C:14]=1[O:15][P:40]([O:39][CH2:69][C:70]1[CH:75]=[CH:74][CH:73]=[CH:72][CH:71]=1)([O:41][CH2:42][C:43]1[CH:48]=[CH:47][CH:46]=[CH:45][CH:44]=1)=[O:49])[C:2]1[CH:7]=[CH:6][CH:5]=[CH:4][CH:3]=1. (5) Given the reactants [H-].[Na+].[C:3]([N:11]1[CH2:28][CH2:27][CH:15]2[N:16]3[C:25]4[C:20](=[CH:21][CH:22]=[CH:23][C:24]=4[CH:14]2[CH2:13][CH2:12]1)[CH:19]([OH:26])[CH2:18][CH2:17]3)(=[O:10])[C:4]1[CH:9]=[CH:8][CH:7]=[CH:6][CH:5]=1.I[CH3:30], predict the reaction product. The product is: [C:3]([N:11]1[CH2:28][CH2:27][CH:15]2[N:16]3[C:25]4[C:20](=[CH:21][CH:22]=[CH:23][C:24]=4[CH:14]2[CH2:13][CH2:12]1)[CH:19]([O:26][CH3:30])[CH2:18][CH2:17]3)(=[O:10])[C:4]1[CH:9]=[CH:8][CH:7]=[CH:6][CH:5]=1. (6) Given the reactants [Cl:1][C:2]1[N:3]=[CH:4][N:5]([C:7]2[CH:12]=[CH:11][C:10]([NH:13][C:14]3[N:24]=[C:17]4[C:18](=[O:23])[CH2:19][CH2:20][CH2:21][CH2:22][N:16]4[N:15]=3)=[CH:9][C:8]=2[O:25][CH3:26])[CH:6]=1.[F:27][C:28]1[CH:33]=[CH:32][C:31]([Mg]Br)=[CH:30][CH:29]=1.C1COCC1, predict the reaction product. The product is: [Cl:1][C:2]1[N:3]=[CH:4][N:5]([C:7]2[CH:12]=[CH:11][C:10]([NH:13][C:14]3[N:24]=[C:17]4[C:18]([C:31]5[CH:32]=[CH:33][C:28]([F:27])=[CH:29][CH:30]=5)([OH:23])[CH2:19][CH2:20][CH2:21][CH2:22][N:16]4[N:15]=3)=[CH:9][C:8]=2[O:25][CH3:26])[CH:6]=1. (7) Given the reactants [S:1]1[CH:5]=[C:4]([C:6]2[CH:11]=[CH:10][C:9]([C:12]3[N:16]([C:17]4[CH:18]=[CH:19][C:20]([S:23]([NH2:26])(=[O:25])=[O:24])=[N:21][CH:22]=4)[N:15]=[C:14]([C:27]([F:30])([F:29])[F:28])[CH:13]=3)=[CH:8][CH:7]=2)[N:3]=[CH:2]1.[ClH:31], predict the reaction product. The product is: [ClH:31].[S:1]1[CH:5]=[C:4]([C:6]2[CH:11]=[CH:10][C:9]([C:12]3[N:16]([C:17]4[CH:18]=[CH:19][C:20]([S:23]([NH2:26])(=[O:24])=[O:25])=[N:21][CH:22]=4)[N:15]=[C:14]([C:27]([F:28])([F:29])[F:30])[CH:13]=3)=[CH:8][CH:7]=2)[N:3]=[CH:2]1. (8) Given the reactants [NH2:1][C:2]1[C:7]2[C:8]([C:11]3[CH:16]=[CH:15][C:14]([NH:17][C:18]([C:20]4[N:21]([CH3:29])[C:22]5[C:27]([CH:28]=4)=[CH:26][CH:25]=[CH:24][CH:23]=5)=[O:19])=[C:13]([O:30][CH3:31])[CH:12]=3)=[CH:9][S:10][C:6]=2[C:5]([C:32]([NH:34][CH2:35][C:36]([O:38]C)=[O:37])=[O:33])=[CH:4][N:3]=1.[OH-].[Na+].O.Cl, predict the reaction product. The product is: [NH2:1][C:2]1[C:7]2[C:8]([C:11]3[CH:16]=[CH:15][C:14]([NH:17][C:18]([C:20]4[N:21]([CH3:29])[C:22]5[C:27]([CH:28]=4)=[CH:26][CH:25]=[CH:24][CH:23]=5)=[O:19])=[C:13]([O:30][CH3:31])[CH:12]=3)=[CH:9][S:10][C:6]=2[C:5]([C:32]([NH:34][CH2:35][C:36]([OH:38])=[O:37])=[O:33])=[CH:4][N:3]=1. (9) Given the reactants Br[C:2]1[CH:3]=[CH:4][C:5]([N:19]([CH2:23][CH:24]([CH3:26])[CH3:25])[CH2:20][C:21]#[CH:22])=[C:6]([NH:8][C:9]([NH:11][C:12]2[CH:17]=[CH:16][C:15]([CH3:18])=[CH:14][CH:13]=2)=[O:10])[CH:7]=1.[NH:27]1[C:31]([C:32]2[CH:37]=[CH:36][CH:35]=[CH:34][C:33]=2B(O)O)=[N:30][N:29]=[N:28]1.C(N(CCC(F)(F)F)C1C=CC(Br)=CC=1NC(NC1C=CC(C)=CC=1)=O)C1C=CC=CC=1, predict the reaction product. The product is: [CH2:23]([N:19]([CH2:20][C:21]#[CH:22])[C:5]1[CH:4]=[CH:3][C:2]([C:33]2[CH:34]=[CH:35][CH:36]=[CH:37][C:32]=2[C:31]2[NH:30][N:29]=[N:28][N:27]=2)=[CH:7][C:6]=1[NH:8][C:9]([NH:11][C:12]1[CH:17]=[CH:16][C:15]([CH3:18])=[CH:14][CH:13]=1)=[O:10])[CH:24]([CH3:26])[CH3:25].